Dataset: Reaction yield outcomes from USPTO patents with 853,638 reactions. Task: Predict the reaction yield, written as a fraction of the theoretical maximum amount of product (1.0 means a 100% yield; for example, 0.34 means a 34% yield). (1) The reactants are [CH:1]1([C:4]2[CH:8]=[C:7]([CH2:9][NH:10][C:11]([C:13]3[C:14](=[O:31])[N:15]([C:21]4[CH:26]=[CH:25][CH:24]=[C:23]([C:27]([F:30])([F:29])[F:28])[CH:22]=4)[C:16]([CH3:20])=[C:17](I)[CH:18]=3)=[O:12])[O:6][N:5]=2)[CH2:3][CH2:2]1.[CH2:32]([OH:35])[C:33]#[CH:34]. The catalyst is C(NCC)C.Cl[Pd](Cl)([P](C1C=CC=CC=1)(C1C=CC=CC=1)C1C=CC=CC=1)[P](C1C=CC=CC=1)(C1C=CC=CC=1)C1C=CC=CC=1.[Cu]I. The product is [CH:1]1([C:4]2[CH:8]=[C:7]([CH2:9][NH:10][C:11]([C:13]3[C:14](=[O:31])[N:15]([C:21]4[CH:26]=[CH:25][CH:24]=[C:23]([C:27]([F:30])([F:29])[F:28])[CH:22]=4)[C:16]([CH3:20])=[C:17]([C:34]#[C:33][CH2:32][OH:35])[CH:18]=3)=[O:12])[O:6][N:5]=2)[CH2:3][CH2:2]1. The yield is 0.600. (2) The reactants are [N:1]1[CH:6]=[CH:5][CH:4]=[CH:3][C:2]=1[C:7]1[CH:8]=[C:9]([C:13]2[O:14][C:15]3[C:21]([C:22]([O:24]C)=O)=[CH:20][CH:19]=[CH:18][C:16]=3[N:17]=2)[CH:10]=[CH:11][CH:12]=1.[NH3:26]. The catalyst is CO. The product is [N:1]1[CH:6]=[CH:5][CH:4]=[CH:3][C:2]=1[C:7]1[CH:8]=[C:9]([C:13]2[O:14][C:15]3[C:21]([C:22]([NH2:26])=[O:24])=[CH:20][CH:19]=[CH:18][C:16]=3[N:17]=2)[CH:10]=[CH:11][CH:12]=1. The yield is 0.740. (3) The reactants are O(P(O[C:18]1[N:24]([C:25]([O:27][C:28]([CH3:31])([CH3:30])[CH3:29])=[O:26])[CH2:23][CH2:22][CH2:21][O:20][CH:19]=1)(OC1C=CC=CC=1)=O)C1C=CC=CC=1.[CH3:32][O:33][C:34]([C:36]1[CH:41]=[CH:40][C:39](B(O)O)=[CH:38][CH:37]=1)=[O:35]. No catalyst specified. The product is [CH3:32][O:33][C:34]([C:36]1[CH:41]=[CH:40][C:39]([C:18]2[N:24]([C:25]([O:27][C:28]([CH3:29])([CH3:30])[CH3:31])=[O:26])[CH2:23][CH2:22][CH2:21][O:20][CH:19]=2)=[CH:38][CH:37]=1)=[O:35]. The yield is 0.410.